This data is from hERG potassium channel inhibition data for cardiac toxicity prediction from Karim et al.. The task is: Regression/Classification. Given a drug SMILES string, predict its toxicity properties. Task type varies by dataset: regression for continuous values (e.g., LD50, hERG inhibition percentage) or binary classification for toxic/non-toxic outcomes (e.g., AMES mutagenicity, cardiotoxicity, hepatotoxicity). Dataset: herg_karim. (1) The compound is O=C(c1ccc(O)cc1OC[C@@H](O)CN1CCC2(CC1)Cc1cc(Cl)ccc1O2)N1C[C@H](O)CO1. The result is 1 (blocker). (2) The compound is COc1cccc2cc3n(c12)CCN(CCCCN1CCn2c(cc4ccccc42)C1=O)C3. The result is 1 (blocker). (3) The drug is COc1cc(O)c2c(c1)C(=O)c1cc(C)cc(O)c1C2=O. The result is 0 (non-blocker). (4) The molecule is O=c1ccc2ncc(F)c3c2n1C[C@@]3(O)CC12CCC(NCc3ccc4c(c3Cl)OCCO4)(CC1)CO2. The result is 0 (non-blocker). (5) The molecule is COC1CN(Cc2ccc(C(F)(F)F)cc2)CCC1N(C)C(=O)Cc1ccc(-n2cnnn2)cc1. The result is 1 (blocker). (6) The compound is N#Cc1ccc(Cn2cncc2CN(CCN2CCOCC2)C2CCN(Cc3cccc(Cl)c3)C2=O)cc1. The result is 1 (blocker). (7) The drug is CCOc1nc(C(=O)Nc2ccc[n+](C)c2)cc(N)c1C#N. The result is 0 (non-blocker).